This data is from Catalyst prediction with 721,799 reactions and 888 catalyst types from USPTO. The task is: Predict which catalyst facilitates the given reaction. Reactant: [H-].[H-].[H-].[H-].[Li+].[Al+3].[CH2:7]([O:9][C:10]1[CH:15]=[CH:14][C:13]([CH:16]=[C:17]([N+:20]([O-])=O)[CH2:18][CH3:19])=[CH:12][C:11]=1[O:23][CH2:24][CH3:25])[CH3:8].O.[OH-].[Na+]. Product: [CH2:24]([O:23][C:11]1[CH:12]=[C:13]([CH2:16][CH:17]([NH2:20])[CH2:18][CH3:19])[CH:14]=[CH:15][C:10]=1[O:9][CH2:7][CH3:8])[CH3:25]. The catalyst class is: 1.